This data is from Forward reaction prediction with 1.9M reactions from USPTO patents (1976-2016). The task is: Predict the product of the given reaction. (1) Given the reactants [OH:1][C:2]1[CH:12]=[CH:11][CH:10]=[CH:9][C:3]=1[CH:4]=[CH:5]C(O)=O.O1C2C(=CC=CC=2)C=CC1=O.[Li+].[OH-].N1C=CN=C1, predict the reaction product. The product is: [OH:1][C:2]1[CH:12]=[CH:11][CH:10]=[CH:9][C:3]=1[CH:4]=[CH2:5]. (2) Given the reactants [F:1][C:2]1[CH:3]=[C:4]([CH:8]=[C:9]([F:16])[C:10]=1[C:11]1[O:15][CH:14]=[N:13][CH:12]=1)[C:5]([OH:7])=O.[C:17]([O:21][C:22]([N:24]1[CH2:29][CH2:28][CH:27]([NH:30][CH:31]2[CH2:33][CH2:32]2)[CH2:26][CH2:25]1)=[O:23])([CH3:20])([CH3:19])[CH3:18], predict the reaction product. The product is: [C:17]([O:21][C:22]([N:24]1[CH2:29][CH2:28][CH:27]([N:30]([CH:31]2[CH2:32][CH2:33]2)[C:5](=[O:7])[C:4]2[CH:8]=[C:9]([F:16])[C:10]([C:11]3[O:15][CH:14]=[N:13][CH:12]=3)=[C:2]([F:1])[CH:3]=2)[CH2:26][CH2:25]1)=[O:23])([CH3:20])([CH3:18])[CH3:19]. (3) Given the reactants [CH:1]1([C:7]2[S:19][C:10]3[N:11]=[C:12]([CH3:18])[N:13]=[C:14](/[CH:15]=[CH:16]\[OH:17])[C:9]=3[CH:8]=2)[CH2:6][CH2:5][CH2:4][CH2:3][CH2:2]1.CO.[BH4-].[Na+], predict the reaction product. The product is: [CH:1]1([C:7]2[S:19][C:10]3[N:11]=[C:12]([CH3:18])[N:13]=[C:14]([CH2:15][CH2:16][OH:17])[C:9]=3[CH:8]=2)[CH2:2][CH2:3][CH2:4][CH2:5][CH2:6]1.